This data is from Forward reaction prediction with 1.9M reactions from USPTO patents (1976-2016). The task is: Predict the product of the given reaction. (1) Given the reactants FC(F)(F)[C:3]1[CH:4]=[C:5]2[C:10](=[CH:11][CH:12]=1)[N:9]=[C:8]([CH3:13])[CH:7]=[CH:6]2.[F:16][C:17]([F:27])([F:26])[O:18]C1C=CC(N)=CC=1, predict the reaction product. The product is: [CH3:13][C:8]1[CH:7]=[CH:6][C:5]2[C:10](=[CH:11][CH:12]=[C:3]([O:18][C:17]([F:27])([F:26])[F:16])[CH:4]=2)[N:9]=1. (2) Given the reactants [NH2:1][C:2]1[NH:6][N:5]=[C:4]([C:7]2[CH:12]=[CH:11][C:10]([O:13][CH2:14][C:15]3[CH:20]=[CH:19][CH:18]=[CH:17][CH:16]=3)=[CH:9][CH:8]=2)[C:3]=1[C:21]#[N:22].[C:23](O[C:23]([O:25][C:26]([CH3:29])([CH3:28])[CH3:27])=[O:24])([O:25][C:26]([CH3:29])([CH3:28])[CH3:27])=[O:24], predict the reaction product. The product is: [NH2:1][C:2]1[N:6]([C:23]([O:25][C:26]([CH3:29])([CH3:28])[CH3:27])=[O:24])[N:5]=[C:4]([C:7]2[CH:8]=[CH:9][C:10]([O:13][CH2:14][C:15]3[CH:20]=[CH:19][CH:18]=[CH:17][CH:16]=3)=[CH:11][CH:12]=2)[C:3]=1[C:21]#[N:22].